From a dataset of Catalyst prediction with 721,799 reactions and 888 catalyst types from USPTO. Predict which catalyst facilitates the given reaction. (1) Reactant: Cl[C:2]1[C:11]2[C:6](=[CH:7][CH:8]=[CH:9][CH:10]=2)[CH:5]=[N:4][N:3]=1.C1C=C2C=NNC(=O)C2=CC=1.[Cl:23][C:24]1[CH:30]=[CH:29][C:27]([NH2:28])=[CH:26][CH:25]=1. Product: [Cl:23][C:24]1[CH:30]=[CH:29][C:27]([NH:28][C:2]2[C:11]3[C:6](=[CH:7][CH:8]=[CH:9][CH:10]=3)[CH:5]=[N:4][N:3]=2)=[CH:26][CH:25]=1. The catalyst class is: 51. (2) Reactant: [N:1]1([CH2:7][CH2:8][NH2:9])[CH2:6][CH2:5][CH2:4][CH2:3][CH2:2]1.Cl[C:11]1[N:12]=[N+:13]([O-:22])[C:14]2[C:20]([CH3:21])=[CH:19][CH:18]=[CH:17][C:15]=2[N:16]=1. Product: [CH3:21][C:20]1[C:14]2[N+:13]([O-:22])=[N:12][C:11]([NH:9][CH2:8][CH2:7][N:1]3[CH2:6][CH2:5][CH2:4][CH2:3][CH2:2]3)=[N:16][C:15]=2[CH:17]=[CH:18][CH:19]=1. The catalyst class is: 57. (3) Reactant: [C:1]([C:5]1[CH:10]=[C:9]([C:11]([CH3:14])([CH3:13])[CH3:12])[CH:8]=[CH:7][C:6]=1[OH:15])([CH3:4])([CH3:3])[CH3:2].[NH:16]1[CH2:21][CH2:20][CH2:19][CH2:18][CH2:17]1.C=O.[CH2:24](O)C. Product: [C:1]([C:5]1[CH:10]=[C:9]([C:11]([CH3:14])([CH3:13])[CH3:12])[CH:8]=[C:7]([CH2:24][N:16]2[CH2:21][CH2:20][CH2:19][CH2:18][CH2:17]2)[C:6]=1[OH:15])([CH3:4])([CH3:3])[CH3:2]. The catalyst class is: 81. (4) Product: [CH3:7][C:2]([O:8][CH:9]1[CH2:14][CH2:13][CH2:12][CH2:11][O:10]1)([CH3:1])[CH2:3][OH:4]. The catalyst class is: 1. Reactant: [CH3:1][C:2]([O:8][CH:9]1[CH2:14][CH2:13][CH2:12][CH2:11][O:10]1)([CH3:7])[C:3](OC)=[O:4].[H-].[Al+3].[Li+].[H-].[H-].[H-]. (5) Reactant: [H-].[Al+3].[Li+].[H-].[H-].[H-].[C:7]([N:26]1[CH2:28][CH:27]1[C:29](OC)=[O:30])([C:20]1[CH:25]=[CH:24][CH:23]=[CH:22][CH:21]=1)([C:14]1[CH:19]=[CH:18][CH:17]=[CH:16][CH:15]=1)[C:8]1[CH:13]=[CH:12][CH:11]=[CH:10][CH:9]=1.O.[OH-].[Na+]. Product: [C:7]([N:26]1[CH2:28][CH:27]1[CH2:29][OH:30])([C:14]1[CH:15]=[CH:16][CH:17]=[CH:18][CH:19]=1)([C:20]1[CH:25]=[CH:24][CH:23]=[CH:22][CH:21]=1)[C:8]1[CH:9]=[CH:10][CH:11]=[CH:12][CH:13]=1. The catalyst class is: 28. (6) Reactant: CS(O[CH2:6][C:7]1[CH:12]=[CH:11][C:10]([NH:13][C:14](=[O:38])[C:15]2[CH:20]=[CH:19][C:18]([CH3:21])=[C:17]([NH:22][C:23]([C:25]3[C:29]4[N:30]=[CH:31][N:32]=[C:33]([NH:34][CH:35]5[CH2:37][CH2:36]5)[C:28]=4[S:27][CH:26]=3)=[O:24])[CH:16]=2)=[CH:9][C:8]=1[C:39]([F:42])([F:41])[F:40])(=O)=O.C([O-])([O-])=O.[K+].[K+].[CH3:49][C:50]1[N:51]=[CH:52][NH:53][CH:54]=1. Product: [CH:35]1([NH:34][C:33]2[C:28]3[S:27][CH:26]=[C:25]([C:23]([NH:22][C:17]4[CH:16]=[C:15]([C:14](=[O:38])[NH:13][C:10]5[CH:11]=[CH:12][C:7]([CH2:6][N:53]6[CH:54]=[C:50]([CH3:49])[N:51]=[CH:52]6)=[C:8]([C:39]([F:42])([F:40])[F:41])[CH:9]=5)[CH:20]=[CH:19][C:18]=4[CH3:21])=[O:24])[C:29]=3[N:30]=[CH:31][N:32]=2)[CH2:36][CH2:37]1. The catalyst class is: 39. (7) Reactant: [CH3:1][N:2]([CH2:9][CH2:10][O:11][C:12]1[CH:19]=[CH:18][C:15]([CH:16]=O)=[CH:14][CH:13]=1)[C:3]1[N:8]=[CH:7][CH:6]=[CH:5][N:4]=1.[S:20]1[CH2:24][C:23](=[O:25])[NH:22][C:21]1=[O:26].C([O-])(=O)C.[NH2+]1CCCCC1. Product: [CH3:1][N:2]([CH2:9][CH2:10][O:11][C:12]1[CH:19]=[CH:18][C:15]([CH:16]=[C:24]2[S:20][C:21](=[O:26])[NH:22][C:23]2=[O:25])=[CH:14][CH:13]=1)[C:3]1[N:8]=[CH:7][CH:6]=[CH:5][N:4]=1. The catalyst class is: 11. (8) Reactant: [F:1][C:2]1[CH:3]=[C:4]([C@@H:9]([CH:42]2[CH2:47][CH2:46][N:45]([S:48]([CH3:51])(=[O:50])=[O:49])[CH2:44][CH2:43]2)[CH2:10][CH2:11][N:12]2[CH2:17][CH2:16][CH:15]([N:18]([CH2:38][CH:39]([CH3:41])[CH3:40])[C:19]([NH:21][CH:22]3[CH2:27][CH2:26][N:25](C(OCC4C=CC=CC=4)=O)[CH2:24][CH2:23]3)=[O:20])[CH2:14][CH2:13]2)[CH:5]=[C:6]([F:8])[CH:7]=1. Product: [F:8][C:6]1[CH:5]=[C:4]([C@@H:9]([CH:42]2[CH2:47][CH2:46][N:45]([S:48]([CH3:51])(=[O:50])=[O:49])[CH2:44][CH2:43]2)[CH2:10][CH2:11][N:12]2[CH2:13][CH2:14][CH:15]([N:18]([CH2:38][CH:39]([CH3:41])[CH3:40])[C:19]([NH:21][CH:22]3[CH2:23][CH2:24][NH:25][CH2:26][CH2:27]3)=[O:20])[CH2:16][CH2:17]2)[CH:3]=[C:2]([F:1])[CH:7]=1. The catalyst class is: 8.